This data is from Forward reaction prediction with 1.9M reactions from USPTO patents (1976-2016). The task is: Predict the product of the given reaction. (1) Given the reactants [CH2:1]([O:3][C:4]([C:6]1([C:9]2[CH:14]=[CH:13][C:12]([C:15]3[CH:20]=[CH:19][C:18]([C:21]4[O:25][N:24]=[C:23]([CH3:26])[C:22]=4[NH2:27])=[CH:17][CH:16]=3)=[CH:11][CH:10]=2)[CH2:8][CH2:7]1)=[O:5])[CH3:2].Br[C:29]1[CH:34]=[CH:33][CH:32]=[C:31]([CH2:35][C:36]2[CH:41]=[CH:40][C:39]([F:42])=[CH:38][CH:37]=2)[N:30]=1, predict the reaction product. The product is: [CH2:1]([O:3][C:4]([C:6]1([C:9]2[CH:10]=[CH:11][C:12]([C:15]3[CH:20]=[CH:19][C:18]([C:21]4[O:25][N:24]=[C:23]([CH3:26])[C:22]=4[NH:27][C:29]4[CH:34]=[CH:33][CH:32]=[C:31]([CH2:35][C:36]5[CH:37]=[CH:38][C:39]([F:42])=[CH:40][CH:41]=5)[N:30]=4)=[CH:17][CH:16]=3)=[CH:13][CH:14]=2)[CH2:8][CH2:7]1)=[O:5])[CH3:2]. (2) Given the reactants [C:1]([O:5][C:6](=[O:28])[NH:7][CH2:8][C:9]([N:11]1[CH2:15][CH2:14][CH2:13][C@H:12]1[C:16](=[O:27])[NH:17][C:18]1[N:19]=[C:20]2[N:24]([CH:25]=1)[CH:23]=[C:22](Br)[S:21]2)=[O:10])([CH3:4])([CH3:3])[CH3:2].[CH3:29][O:30][C:31](=[O:64])[NH:32][C@H:33]([C:37]([N:39]1[CH2:43][CH2:42][CH2:41][C@H:40]1[C:44]1[NH:45][C:46]([C:49]2[CH:54]=[CH:53][C:52](B3OC(C)(C)C(C)(C)O3)=[CH:51][CH:50]=2)=[CH:47][N:48]=1)=[O:38])[CH:34]([CH3:36])[CH3:35], predict the reaction product. The product is: [CH3:29][O:30][C:31](=[O:64])[NH:32][C@H:33]([C:37]([N:39]1[CH2:43][CH2:42][CH2:41][C@H:40]1[C:44]1[NH:45][C:46]([C:49]2[CH:50]=[CH:51][C:52]([C:22]3[S:21][C:20]4=[N:19][C:18]([NH:17][C:16]([C@@H:12]5[CH2:13][CH2:14][CH2:15][N:11]5[C:9](=[O:10])[CH2:8][NH:7][C:6]([O:5][C:1]([CH3:4])([CH3:3])[CH3:2])=[O:28])=[O:27])=[CH:25][N:24]4[CH:23]=3)=[CH:53][CH:54]=2)=[CH:47][N:48]=1)=[O:38])[CH:34]([CH3:36])[CH3:35]. (3) The product is: [CH3:8][N:6]([CH3:7])[CH2:5]/[CH:4]=[CH:42]/[C:41]([NH:40][C:38]1[N:37]=[CH:36][C:32]2[N:33]=[CH:34][N:35]=[C:30]([NH:29][C:25]3[CH:24]=[C:23]4[C:28](=[CH:27][CH:26]=3)[N:20]([CH2:19][C:18]3[CH:52]=[CH:53][CH:54]=[C:16]([F:15])[CH:17]=3)[N:21]=[CH:22]4)[C:31]=2[CH:39]=1)=[O:51]. Given the reactants C(O[CH:4](OCC)[CH2:5][N:6]([CH3:8])[CH3:7])C.Cl.[OH-].[K+].[F:15][C:16]1[CH:17]=[C:18]([CH:52]=[CH:53][CH:54]=1)[CH2:19][N:20]1[C:28]2[C:23](=[CH:24][C:25]([NH:29][C:30]3[C:31]4[CH:39]=[C:38]([NH:40][C:41](=[O:51])[CH2:42]P(=O)(OCC)OCC)[N:37]=[CH:36][C:32]=4[N:33]=[CH:34][N:35]=3)=[CH:26][CH:27]=2)[CH:22]=[N:21]1.[Li+].[Cl-], predict the reaction product. (4) Given the reactants [Br:1][C:2]1[CH:3]=[C:4]2[C:8](=[CH:9][CH:10]=1)[NH:7][C:6](=[O:11])[CH2:5]2.[N:12]1([CH2:17][CH2:18][O:19][C:20]2[CH:21]=[C:22]3[C:26](=[CH:27][CH:28]=2)[NH:25][C:24]([CH:29]=O)=[CH:23]3)[CH2:16][CH2:15][CH2:14][CH2:13]1.N1CCCCC1, predict the reaction product. The product is: [Br:1][C:2]1[CH:3]=[C:4]2[C:8](=[CH:9][CH:10]=1)[NH:7][C:6](=[O:11])[C:5]2=[CH:29][C:24]1[NH:25][C:26]2[C:22]([CH:23]=1)=[CH:21][C:20]([O:19][CH2:18][CH2:17][N:12]1[CH2:16][CH2:15][CH2:14][CH2:13]1)=[CH:28][CH:27]=2.